From a dataset of Full USPTO retrosynthesis dataset with 1.9M reactions from patents (1976-2016). Predict the reactants needed to synthesize the given product. (1) Given the product [C:39]([C:36]1[CH:37]=[CH:38][C:33]([N:30]2[CH2:31][CH2:32][CH:27]([C:25]([OH:26])=[O:62])[CH2:28][CH2:29]2)=[N:34][CH:35]=1)#[N:40].[Cl:69][C:66]1[CH:67]=[CH:68][C:63]([C@@H:8]2[C@@H:13]([C@@H:14]([O:16][C:17]3[CH:18]=[CH:19][C:20]([C:42]#[N:41])=[CH:21][CH:22]=3)[CH3:15])[CH2:12][CH2:11][N:10]([C:25]([CH:27]3[CH2:28][CH2:29][N:30]([C:33]4[CH:38]=[CH:37][C:36]([C:39]#[N:40])=[CH:35][N:34]=4)[CH2:31][CH2:32]3)=[O:26])[CH2:9]2)=[CH:64][CH:65]=1, predict the reactants needed to synthesize it. The reactants are: ClC1C=CC([C@@H:8]2[C@@H:13]([C@@H:14]([O:16][C:17]3[CH:22]=[CH:21][C:20](Cl)=[C:19](Cl)[CH:18]=3)[CH3:15])[CH2:12][CH2:11][N:10]([C:25]([CH:27]3[CH2:32][CH2:31][N:30]([C:33]4[CH:38]=[CH:37][C:36]([C:39]#[N:40])=[CH:35][N:34]=4)[CH2:29][CH2:28]3)=[O:26])[CH2:9]2)=CC=1.[NH:41]1CCCC[CH2:42]1.C(N1CC[C@H]([C@H]([OH:62])C)[C@@H]([C:63]2[CH:68]=[CH:67][C:66]([Cl:69])=[CH:65][CH:64]=2)C1)C1C=CC=CC=1.C(C1C=CC(O)=CC=1)#N.ClC(OC(Cl)=O)C.CCN(C(C)C)C(C)C. (2) Given the product [F:19][C:18]([F:21])([F:20])[C:15]1[CH:16]=[CH:17][C:12]([O:11][C:8]2[CH:9]=[CH:10][C:5]([O:4][C:2]([N:31]3[CH2:32][CH2:33][N:28]([C:23]4[CH:24]=[N:25][CH:26]=[CH:27][N:22]=4)[CH2:29][CH2:30]3)=[O:3])=[CH:6][CH:7]=2)=[N:13][CH:14]=1, predict the reactants needed to synthesize it. The reactants are: Cl[C:2]([O:4][C:5]1[CH:10]=[CH:9][C:8]([O:11][C:12]2[CH:17]=[CH:16][C:15]([C:18]([F:21])([F:20])[F:19])=[CH:14][N:13]=2)=[CH:7][CH:6]=1)=[O:3].[N:22]1[CH:27]=[CH:26][N:25]=[CH:24][C:23]=1[N:28]1[CH2:33][CH2:32][NH:31][CH2:30][CH2:29]1.[K+].[Br-].